Dataset: Reaction yield outcomes from USPTO patents with 853,638 reactions. Task: Predict the reaction yield, written as a fraction of the theoretical maximum amount of product (1.0 means a 100% yield; for example, 0.34 means a 34% yield). (1) The reactants are [OH:1][CH:2]1[CH2:7][CH2:6][CH:5]([C:8](=O)[CH2:9][CH:10]([C:18]2[CH:23]=[CH:22][C:21]([S:24]([CH3:27])(=[O:26])=[O:25])=[CH:20][CH:19]=2)[C:11]2[CH:16]=[CH:15][CH:14]=[CH:13][C:12]=2[CH3:17])[CH2:4][CH2:3]1.C(=O)([O-])O.[Na+].Cl.[NH2:35][OH:36].C(O)C. The catalyst is O. The product is [OH:1][CH:2]1[CH2:7][CH2:6][CH:5](/[C:8](=[N:35]/[OH:36])/[CH2:9][CH:10]([C:18]2[CH:23]=[CH:22][C:21]([S:24]([CH3:27])(=[O:26])=[O:25])=[CH:20][CH:19]=2)[C:11]2[CH:16]=[CH:15][CH:14]=[CH:13][C:12]=2[CH3:17])[CH2:4][CH2:3]1.[OH:1][CH:2]1[CH2:7][CH2:6][CH:5](/[C:8](=[N:35]\[OH:36])/[CH2:9][CH:10]([C:18]2[CH:23]=[CH:22][C:21]([S:24]([CH3:27])(=[O:26])=[O:25])=[CH:20][CH:19]=2)[C:11]2[CH:16]=[CH:15][CH:14]=[CH:13][C:12]=2[CH3:17])[CH2:4][CH2:3]1. The yield is 0.770. (2) The reactants are [OH:1][C:2]1[CH:7]=[C:6]([O:8][CH2:9][CH2:10][O:11][CH3:12])[CH:5]=[CH:4][C:3]=1[CH2:13][CH2:14][C:15]([O:17][CH2:18][CH3:19])=[O:16].[H-].[Na+].[F:22][C:23]([F:33])([F:32])[C:24]1[CH:31]=[CH:30][C:27]([CH2:28]Cl)=[CH:26][CH:25]=1.[Cl-].[NH4+]. The catalyst is CN(C)C=O. The product is [CH3:12][O:11][CH2:10][CH2:9][O:8][C:6]1[CH:5]=[CH:4][C:3]([CH2:13][CH2:14][C:15]([O:17][CH2:18][CH3:19])=[O:16])=[C:2]([O:1][CH2:28][C:27]2[CH:26]=[CH:25][C:24]([C:23]([F:22])([F:32])[F:33])=[CH:31][CH:30]=2)[CH:7]=1. The yield is 0.900. (3) The reactants are [N:1]1([CH2:7][C:8]2[CH:13]=[CH:12][C:11]([C:14]3[CH:27]=[N:26][C:17]4[NH:18][C:19]5[CH:24]=[N:23][C:22]([NH2:25])=[CH:21][C:20]=5[C:16]=4[CH:15]=3)=[CH:10][CH:9]=2)[CH2:6][CH2:5][CH2:4][CH2:3][CH2:2]1.C=O.[CH:30]([CH:32]=O)=O.[Cl-].[NH4+:35].C(=O)(O)[O-].[Na+].[CH3:41]O. The catalyst is O1CCOCC1.O.C(Cl)Cl. The product is [N:1]1([CH2:7][C:8]2[CH:13]=[CH:12][C:11]([C:14]3[CH:27]=[N:26][C:17]4[NH:18][C:19]5[CH:24]=[N:23][C:22]([N:25]6[CH:32]=[CH:30][N:35]=[CH:41]6)=[CH:21][C:20]=5[C:16]=4[CH:15]=3)=[CH:10][CH:9]=2)[CH2:6][CH2:5][CH2:4][CH2:3][CH2:2]1. The yield is 0.170. (4) The reactants are [N:1]1[CH:6]=[CH:5][CH:4]=[CH:3][C:2]=1[C@@:7]1([CH2:17][CH2:18][NH2:19])[CH2:16][C:11]2([CH2:15][CH2:14][CH2:13][CH2:12]2)[O:10][CH2:9][CH2:8]1.S([O-])([O-])(=O)=O.[Na+].[Na+].[CH3:27][O:28][C:29]1[CH:33]=[CH:32][S:31][C:30]=1[CH:34]=O.[BH4-].[Na+].[ClH:38]. The catalyst is CCOCC.CO.C(Cl)Cl. The product is [ClH:38].[CH3:27][O:28][C:29]1[CH:33]=[CH:32][S:31][C:30]=1[CH2:34][NH:19][CH2:18][CH2:17][C@:7]1([C:2]2[CH:3]=[CH:4][CH:5]=[CH:6][N:1]=2)[CH2:16][C:11]2([CH2:15][CH2:14][CH2:13][CH2:12]2)[O:10][CH2:9][CH2:8]1. The yield is 0.410. (5) The reactants are CC(C[AlH]CC(C)C)C.[Si:10]([O:17][C@@H:18]([CH2:28][CH2:29][O:30][Si:31]([C:34]([CH3:37])([CH3:36])[CH3:35])([CH3:33])[CH3:32])[C@H:19]([CH3:27])/[CH:20]=[CH:21]/[C:22](OCC)=[O:23])([C:13]([CH3:16])([CH3:15])[CH3:14])([CH3:12])[CH3:11]. The catalyst is C(Cl)Cl. The product is [Si:10]([O:17][C@@H:18]([CH2:28][CH2:29][O:30][Si:31]([C:34]([CH3:35])([CH3:37])[CH3:36])([CH3:32])[CH3:33])[C@H:19]([CH3:27])/[CH:20]=[CH:21]/[CH2:22][OH:23])([C:13]([CH3:14])([CH3:15])[CH3:16])([CH3:12])[CH3:11]. The yield is 0.970. (6) The reactants are CC1(C)O[C@H](CN2C=CC(N[C:14](=[O:35])[C@@H:15]([N:20]3[CH2:24][C:23]([O:25][C:26]4[CH:31]=[CH:30][CH:29]=[C:28](Br)[C:27]=4[F:33])=[CH:22][C:21]3=[O:34])[CH2:16][CH:17]([CH3:19])[CH3:18])=N2)CO1.C([Sn](CC[CH2:50][CH3:51])(CCCC)C=C)CCC.[C:52](OCC)(=[O:54])[CH3:53]. The catalyst is CN(C)C=O.C1C=CC([P]([Pd]([P](C2C=CC=CC=2)(C2C=CC=CC=2)C2C=CC=CC=2)([P](C2C=CC=CC=2)(C2C=CC=CC=2)C2C=CC=CC=2)[P](C2C=CC=CC=2)(C2C=CC=CC=2)C2C=CC=CC=2)(C2C=CC=CC=2)C2C=CC=CC=2)=CC=1. The product is [CH2:52]([O:54][C:14](=[O:35])[C@@H:15]([N:20]1[CH2:24][C:23]([O:25][C:26]2[CH:31]=[CH:30][CH:29]=[C:28]([CH:50]=[CH2:51])[C:27]=2[F:33])=[CH:22][C:21]1=[O:34])[CH2:16][CH:17]([CH3:18])[CH3:19])[CH3:53]. The yield is 0.730.